Dataset: Full USPTO retrosynthesis dataset with 1.9M reactions from patents (1976-2016). Task: Predict the reactants needed to synthesize the given product. (1) Given the product [Br:1][C:2]1[CH:3]=[CH:4][C:5]([C:14]([C@H:17]2[CH2:22][CH2:21][C@H:20]([C:23]([O:25][CH3:26])=[O:24])[CH2:19][CH2:18]2)([OH:16])[CH3:15])=[N:6][CH:7]=1, predict the reactants needed to synthesize it. The reactants are: [Br:1][C:2]1[CH:3]=[CH:4][C:5](I)=[N:6][CH:7]=1.C([Mg]Cl)(C)C.[C:14]([C@H:17]1[CH2:22][CH2:21][C@H:20]([C:23]([O:25][CH3:26])=[O:24])[CH2:19][CH2:18]1)(=[O:16])[CH3:15]. (2) The reactants are: Cl.Cl.[N:3]1[CH:8]=[CH:7][C:6](NC)=[N:5][CH:4]=1.[CH2:11]([N:13](CC)CC)C.[I:18][C:19]1[CH:24]=[CH:23][C:22]([S:25](Cl)(=[O:27])=[O:26])=[CH:21][CH:20]=1. Given the product [I:18][C:19]1[CH:24]=[CH:23][C:22]([S:25]([NH:13][CH2:11][C:6]2[CH:7]=[CH:8][N:3]=[CH:4][N:5]=2)(=[O:27])=[O:26])=[CH:21][CH:20]=1, predict the reactants needed to synthesize it. (3) Given the product [Na+:59].[CH3:1][C:2]1[C:3]([CH2:14][S:15]([C:17]2[NH:18][C:19]3[C:25]([S:26]([C:29]4[CH:30]=[C:31]([CH:47]=[CH:48][CH:49]=4)[C:32]([O-:34])=[O:33])(=[O:27])=[O:28])=[CH:24][CH:23]=[CH:22][C:20]=3[N:21]=2)=[O:16])=[N:4][CH:5]=[CH:6][C:7]=1[O:8][CH2:9][C:10]([F:13])([F:12])[F:11], predict the reactants needed to synthesize it. The reactants are: [CH3:1][C:2]1[C:3]([CH2:14][S:15]([C:17]2[NH:18][C:19]3[C:25]([S:26]([C:29]4[CH:30]=[C:31]([CH:47]=[CH:48][CH:49]=4)[C:32]([O:34]CCS(C4C=CC(C)=CC=4)(=O)=O)=[O:33])(=[O:28])=[O:27])=[CH:24][CH:23]=[CH:22][C:20]=3[N:21]=2)=[O:16])=[N:4][CH:5]=[CH:6][C:7]=1[O:8][CH2:9][C:10]([F:13])([F:12])[F:11].C(O)(C)C.O.C(=O)(O)[O-].[Na+:59].